From a dataset of TCR-epitope binding with 47,182 pairs between 192 epitopes and 23,139 TCRs. Binary Classification. Given a T-cell receptor sequence (or CDR3 region) and an epitope sequence, predict whether binding occurs between them. (1) The epitope is PROT_97E67BCC. The TCR CDR3 sequence is CASSPRASGGDEQFF. Result: 1 (the TCR binds to the epitope). (2) The epitope is RQLLFVVEV. The TCR CDR3 sequence is CASSEWTSTPTDTQYF. Result: 1 (the TCR binds to the epitope). (3) The epitope is KLNVGDYFV. The TCR CDR3 sequence is CASSIGTGGDDGELFF. Result: 1 (the TCR binds to the epitope). (4) The epitope is FTISVTTEIL. The TCR CDR3 sequence is CASSPYERGIEQYF. Result: 1 (the TCR binds to the epitope). (5) Result: 1 (the TCR binds to the epitope). The TCR CDR3 sequence is CASSWLAGGPDEQYF. The epitope is FLNGSCGSV. (6) The epitope is RPHERNGFTVL. The TCR CDR3 sequence is CASSASAGPGDTQYF. Result: 0 (the TCR does not bind to the epitope).